Dataset: Catalyst prediction with 721,799 reactions and 888 catalyst types from USPTO. Task: Predict which catalyst facilitates the given reaction. Reactant: [C:1]([N:4]1[CH2:9][CH2:8][C:7](=O)[CH2:6][CH2:5]1)(=[O:3])[CH3:2].[NH2:11][C@H:12]([C:20]([NH2:22])=[O:21])[CH2:13][C:14]1[CH:19]=[CH:18][CH:17]=[CH:16][CH:15]=1. Product: [C:1]([N:4]1[CH2:9][CH2:8][C:7]2([NH:22][C:20](=[O:21])[C@H:12]([CH2:13][C:14]3[CH:19]=[CH:18][CH:17]=[CH:16][CH:15]=3)[NH:11]2)[CH2:6][CH2:5]1)(=[O:3])[CH3:2]. The catalyst class is: 14.